From a dataset of Forward reaction prediction with 1.9M reactions from USPTO patents (1976-2016). Predict the product of the given reaction. (1) Given the reactants F[C:2]1[CH:3]=[C:4]([C:13]2[CH:18]=[CH:17][C:16]([C:19]([F:22])([F:21])[F:20])=[CH:15][CH:14]=2)[CH:5]=[CH:6][C:7]=1[NH:8][S:9]([CH3:12])(=[O:11])=[O:10].FC1C=C(C2C=CC(C(F)(F)F)=CC=2)C=CC=1N, predict the reaction product. The product is: [F:22][C:19]([F:20])([F:21])[C:16]1[CH:15]=[CH:14][C:13]([C:4]2[CH:3]=[CH:2][C:7]([NH:8][S:9]([CH3:12])(=[O:10])=[O:11])=[CH:6][CH:5]=2)=[CH:18][CH:17]=1. (2) Given the reactants [Cl:1][C:2]1[N:7]=[CH:6][C:5]([CH2:8][OH:9])=[C:4]([C:10]([F:13])([F:12])[F:11])[CH:3]=1.[CH3:14]C([O-])(C)C.[K+].CCOC(C)=O, predict the reaction product. The product is: [Cl:1][C:2]1[CH:3]=[C:4]([C:10]([F:13])([F:11])[F:12])[C:5]([CH2:8][O:9][CH3:14])=[CH:6][N:7]=1. (3) Given the reactants [NH2:1][C:2]1[C:3]([C:7]([O:9][CH2:10][CH3:11])=[O:8])=[N:4][O:5][N:6]=1.[C:12](O[C:12]([O:14][C:15]([CH3:18])([CH3:17])[CH3:16])=[O:13])([O:14][C:15]([CH3:18])([CH3:17])[CH3:16])=[O:13], predict the reaction product. The product is: [CH2:10]([O:9][C:7]([C:3]1[C:2]([NH:1][C:12](=[O:13])[O:14][C:15]([CH3:18])([CH3:17])[CH3:16])=[N:6][O:5][N:4]=1)=[O:8])[CH3:11]. (4) Given the reactants [C:1]([OH:8])(=[O:7])/[CH:2]=[CH:3]\[C:4]([OH:6])=[O:5].[CH2:9]([N:11]([CH2:55][CH3:56])[CH2:12][CH2:13][N:14]([C:29]([CH2:31][N:32]1[CH:37]=[C:36]([CH2:38][C:39]2[CH:40]=[N:41][N:42]([CH3:44])[CH:43]=2)[C:35](=[O:45])[N:34]=[C:33]1[S:46][CH2:47][C:48]1[CH:53]=[CH:52][C:51]([F:54])=[CH:50][CH:49]=1)=[O:30])[CH2:15][C:16]1[CH:21]=[CH:20][C:19]([C:22]2[CH:27]=[CH:26][C:25]([Cl:28])=[CH:24][CH:23]=2)=[CH:18][CH:17]=1)[CH3:10], predict the reaction product. The product is: [C:1]([OH:8])(=[O:7])/[CH:2]=[CH:3]\[C:4]([OH:6])=[O:5].[CH2:55]([N:11]([CH2:9][CH3:10])[CH2:12][CH2:13][N:14]([C:29]([CH2:31][N:32]1[CH:37]=[C:36]([CH2:38][C:39]2[CH:40]=[N:41][N:42]([CH3:44])[CH:43]=2)[C:35](=[O:45])[N:34]=[C:33]1[S:46][CH2:47][C:48]1[CH:53]=[CH:52][C:51]([F:54])=[CH:50][CH:49]=1)=[O:30])[CH2:15][C:16]1[CH:21]=[CH:20][C:19]([C:22]2[CH:23]=[CH:24][C:25]([Cl:28])=[CH:26][CH:27]=2)=[CH:18][CH:17]=1)[CH3:56]. (5) Given the reactants [N:1]([CH2:4][CH2:5][S:6][C:7]1[CH:8]=[C:9]([C:13]([C:15]2[N:16]=[CH:17][N:18]3[CH:22]=[CH:21][S:20][C:19]=23)=[O:14])[CH:10]=[N:11][CH:12]=1)=[N+:2]=[N-:3].[CH2:23]([Sn:27](Cl)([CH2:32][CH2:33][CH2:34][CH3:35])[CH2:28][CH2:29][CH2:30][CH3:31])[CH2:24][CH2:25][CH3:26].C[Si]([N-][Si](C)(C)C)(C)C.[Li+].C1COCC1, predict the reaction product. The product is: [N:1]([CH2:4][CH2:5][S:6][C:7]1[CH:8]=[C:9]([C:13]([C:15]2[N:16]=[CH:17][N:18]3[CH:22]=[C:21]([Sn:27]([CH2:28][CH2:29][CH2:30][CH3:31])([CH2:32][CH2:33][CH2:34][CH3:35])[CH2:23][CH2:24][CH2:25][CH3:26])[S:20][C:19]=23)=[O:14])[CH:10]=[N:11][CH:12]=1)=[N+:2]=[N-:3]. (6) The product is: [C:1]([NH:24][CH2:25][CH2:26][NH:27][P:28](=[O:48])([O:29][CH3:30])[O:57][CH2:56][C@H:54]1[S:55][CH2:51][C@@H:52]([N:58]2[CH:59]=[CH:60][C:61]([NH2:65])=[N:62][C:63]2=[O:64])[O:53]1)(=[O:23])[CH2:2][CH2:3]/[CH:4]=[CH:5]\[CH2:6]/[CH:7]=[CH:8]\[CH2:9]/[CH:10]=[CH:11]\[CH2:12]/[CH:13]=[CH:14]\[CH2:15]/[CH:16]=[CH:17]\[CH2:18]/[CH:19]=[CH:20]\[CH2:21][CH3:22]. Given the reactants [C:1]([NH:24][CH2:25][CH2:26][NH:27][P:28](=O)([O:48]C)[O:29][CH2:30][C@@H]1[C@@H](N=[N+]=[N-])C[C@@H](N2C=C(C)C(=O)NC2=O)O1)(=[O:23])[CH2:2][CH2:3]/[CH:4]=[CH:5]\[CH2:6]/[CH:7]=[CH:8]\[CH2:9]/[CH:10]=[CH:11]\[CH2:12]/[CH:13]=[CH:14]\[CH2:15]/[CH:16]=[CH:17]\[CH2:18]/[CH:19]=[CH:20]\[CH2:21][CH3:22].[CH2:51]1[S:55][C@H:54]([CH2:56][OH:57])[O:53][C@@H:52]1[N:58]1[C:63](=[O:64])[N:62]=[C:61]([NH2:65])[CH:60]=[CH:59]1, predict the reaction product. (7) Given the reactants [CH2:1]([N:3]([CH2:32][CH3:33])[CH2:4][CH2:5]/[CH:6]=[CH:7]/[C:8]1[CH:13]=[CH:12][CH:11]=[CH:10][C:9]=1[S:14]([NH:17][C:18]1[CH:27]=[CH:26][C:25]2[CH2:24][CH2:23][CH2:22][CH2:21][C:20]=2[C:19]=1[C:28]([O:30][CH3:31])=[O:29])(=[O:16])=[O:15])[CH3:2], predict the reaction product. The product is: [CH2:32]([N:3]([CH2:1][CH3:2])[CH2:4][CH2:5][CH2:6][CH2:7][C:8]1[CH:13]=[CH:12][CH:11]=[CH:10][C:9]=1[S:14]([NH:17][C:18]1[CH:27]=[CH:26][C:25]2[CH2:24][CH2:23][CH2:22][CH2:21][C:20]=2[C:19]=1[C:28]([O:30][CH3:31])=[O:29])(=[O:15])=[O:16])[CH3:33]. (8) Given the reactants [Cl:1][C:2]1[CH:3]=[C:4]([O:12][CH3:13])[C:5]([O:10][CH3:11])=[C:6]([CH:9]=1)[CH:7]=[O:8].[CH3:14][Mg]Br.CCOCC.[Cl-].[NH4+], predict the reaction product. The product is: [Cl:1][C:2]1[CH:3]=[C:4]([O:12][CH3:13])[C:5]([O:10][CH3:11])=[C:6]([CH:7]([OH:8])[CH3:14])[CH:9]=1. (9) Given the reactants C(OC(=O)[NH:7][CH2:8][CH2:9][CH2:10][N:11]([CH:21]([C:24]1[N:29]([CH2:30][C:31]2[CH:36]=[CH:35][CH:34]=[CH:33][CH:32]=2)[C:28](=[O:37])[C:27]2=[CH:38][CH:39]=[C:40]([Cl:41])[N:26]2[N:25]=1)[CH2:22][CH3:23])[C:12](=[O:20])[C:13]1[CH:18]=[CH:17][C:16]([CH3:19])=[CH:15][CH:14]=1)(C)(C)C.Cl, predict the reaction product. The product is: [ClH:41].[NH2:7][CH2:8][CH2:9][CH2:10][N:11]([CH:21]([C:24]1[N:29]([CH2:30][C:31]2[CH:36]=[CH:35][CH:34]=[CH:33][CH:32]=2)[C:28](=[O:37])[C:27]2=[CH:38][CH:39]=[C:40]([Cl:41])[N:26]2[N:25]=1)[CH2:22][CH3:23])[C:12](=[O:20])[C:13]1[CH:18]=[CH:17][C:16]([CH3:19])=[CH:15][CH:14]=1.